Regression/Classification. Given a drug SMILES string, predict its absorption, distribution, metabolism, or excretion properties. Task type varies by dataset: regression for continuous measurements (e.g., permeability, clearance, half-life) or binary classification for categorical outcomes (e.g., BBB penetration, CYP inhibition). Dataset: cyp3a4_veith. From a dataset of CYP3A4 inhibition data for predicting drug metabolism from PubChem BioAssay. The result is 1 (inhibitor). The compound is COC(=O)C1=C(NC(=O)c2cccs2)CCS1.